This data is from Forward reaction prediction with 1.9M reactions from USPTO patents (1976-2016). The task is: Predict the product of the given reaction. (1) Given the reactants C(OC(=O)[N:7]([CH2:35][C:36]1[CH:41]=[CH:40][CH:39]=[CH:38][CH:37]=1)[CH2:8][CH:9]([C:31](=[O:34])[NH:32][OH:33])[CH:10]([OH:30])[C:11]1[CH:16]=[CH:15][C:14]([O:17][CH2:18][C:19]2[C:28]3[C:23](=[CH:24][CH:25]=[CH:26][CH:27]=3)[N:22]=[C:21]([CH3:29])[CH:20]=2)=[CH:13][CH:12]=1)(C)(C)C.C(O)(C(F)(F)F)=O, predict the reaction product. The product is: [CH2:35]([NH:7][CH2:8][CH:9]([CH:10]([OH:30])[C:11]1[CH:16]=[CH:15][C:14]([O:17][CH2:18][C:19]2[C:28]3[C:23](=[CH:24][CH:25]=[CH:26][CH:27]=3)[N:22]=[C:21]([CH3:29])[CH:20]=2)=[CH:13][CH:12]=1)[C:31]([NH:32][OH:33])=[O:34])[C:36]1[CH:37]=[CH:38][CH:39]=[CH:40][CH:41]=1. (2) Given the reactants [F:1][C:2]1[C:7]([OH:8])=[CH:6][CH:5]=[CH:4][N:3]=1.C(=O)([O-])[O-].[Cs+].[Cs+].[CH3:15][O:16][CH2:17]Cl, predict the reaction product. The product is: [F:1][C:2]1[C:7]([O:8][CH2:15][O:16][CH3:17])=[CH:6][CH:5]=[CH:4][N:3]=1.